Predict the reactants needed to synthesize the given product. From a dataset of Full USPTO retrosynthesis dataset with 1.9M reactions from patents (1976-2016). (1) Given the product [F:1][C:2]1[C:3]([F:12])=[C:4]([F:11])[C:5]([F:10])=[C:6]([F:9])[C:7]=1[O:8][C:24]1[CH:25]=[CH:26][CH:27]=[CH:28][C:23]=1[O:22][P:20](=[N:35][C@@H:36]([CH3:37])[C:38]([O:40][CH:31]([CH3:33])[CH3:32])=[O:39])=[O:21], predict the reactants needed to synthesize it. The reactants are: [F:1][C:2]1[C:7]([OH:8])=[C:6]([F:9])[C:5]([F:10])=[C:4]([F:11])[C:3]=1[F:12].CCN(CC)CC.[P:20](Cl)(Cl)([O:22][C:23]1[CH:28]=[CH:27][CH:26]=[CH:25][CH:24]=1)=[O:21].[CH:31](Cl)([CH3:33])[CH3:32].[NH2:35][C@H:36]([C:38]([OH:40])=[O:39])[CH3:37]. (2) Given the product [CH2:1]([O:8][C:9]1[CH:10]=[C:11]([CH:15]=[C:16]([O:19][CH2:20][O:21][CH2:22][CH2:23][Si:24]([CH3:27])([CH3:26])[CH3:25])[C:17]=1[Br:18])[C:12]([NH:38][CH2:35][C:36]#[CH:37])=[O:13])[C:2]1[CH:3]=[CH:4][CH:5]=[CH:6][CH:7]=1, predict the reactants needed to synthesize it. The reactants are: [CH2:1]([O:8][C:9]1[CH:10]=[C:11]([CH:15]=[C:16]([O:19][CH2:20][O:21][CH2:22][CH2:23][Si:24]([CH3:27])([CH3:26])[CH3:25])[C:17]=1[Br:18])[C:12](O)=[O:13])[C:2]1[CH:7]=[CH:6][CH:5]=[CH:4][CH:3]=1.C(N(CC)CC)C.[CH2:35]([NH2:38])[C:36]#[CH:37]. (3) The reactants are: [Cl:1][C:2]1[CH:3]=[C:4]([CH:8]([C:10]2[CH:14]=[C:13]([CH:15]3[O:19][CH2:18][CH2:17][O:16]3)[S:12][C:11]=2[CH3:20])[OH:9])[CH:5]=[CH:6][CH:7]=1.[H-].[Na+].[CH3:23][CH:24]([Si:26](Cl)([CH:30]([CH3:32])[CH3:31])[CH:27]([CH3:29])[CH3:28])[CH3:25].[NH4+].[Cl-]. Given the product [Cl:1][C:2]1[CH:3]=[C:4]([CH:8]([C:10]2[CH:14]=[C:13]([CH:15]3[O:19][CH2:18][CH2:17][O:16]3)[S:12][C:11]=2[CH3:20])[O:9][Si:26]([CH:30]([CH3:32])[CH3:31])([CH:27]([CH3:29])[CH3:28])[CH:24]([CH3:25])[CH3:23])[CH:5]=[CH:6][CH:7]=1, predict the reactants needed to synthesize it. (4) Given the product [NH2:13][C:3]1[CH:4]=[C:5]([S:8]([NH:11][CH3:12])(=[O:9])=[O:10])[CH:6]=[CH:7][C:2]=1[F:1], predict the reactants needed to synthesize it. The reactants are: [F:1][C:2]1[CH:7]=[CH:6][C:5]([S:8]([NH:11][CH3:12])(=[O:10])=[O:9])=[CH:4][C:3]=1[N+:13]([O-])=O. (5) Given the product [CH3:8][C:7]1[N:6]=[C:5]([NH2:9])[CH:4]=[CH:3][C:2]=1[CH:10]=[CH:11][C:12]1[CH:17]=[CH:16][CH:15]=[CH:14][CH:13]=1, predict the reactants needed to synthesize it. The reactants are: Br[C:2]1[CH:3]=[CH:4][C:5]([NH2:9])=[N:6][C:7]=1[CH3:8].[CH2:10]=[CH:11][C:12]1[CH:17]=[CH:16][CH:15]=[CH:14][CH:13]=1.C([O-])=O.[K+].C([O-])(O)=O.[Na+]. (6) Given the product [NH:6]1[C:7]2[N:8]=[CH:9][CH:10]=[CH:11][C:12]=2[CH2:13][NH:14][C:4](=[O:3])[CH2:5]1, predict the reactants needed to synthesize it. The reactants are: C([O:3][C:4](=O)[CH2:5][NH:6][C:7]1[C:12]([C:13]#[N:14])=[CH:11][CH:10]=[CH:9][N:8]=1)C.C[O-].[Na+]. (7) The reactants are: [CH3:1][O:2][C:3](=[O:12])[CH2:4][C:5]1[CH:10]=[CH:9][CH:8]=[CH:7][C:6]=1I.[Li+].[Cl-].[CH2:15](C([Sn])=C(CCCC)CCCC)[CH2:16]CC.C(C1C=CC=C(C(C)(C)C)C=1O)(C)(C)C. Given the product [CH3:1][O:2][C:3](=[O:12])[CH2:4][C:5]1[CH:10]=[CH:9][CH:8]=[CH:7][C:6]=1[CH:15]=[CH2:16], predict the reactants needed to synthesize it. (8) The reactants are: [CH3:1][O:2][C:3](=[O:66])[C@@H:4]([NH:20][C:21]([C@@H:23]1[CH2:32][C:31]2[CH:30]=[C:29]3[O:33][CH2:34][C@H:35]([C:37]4[CH:42]=[CH:41][C:40]([O:43][CH2:44][C:45]5[CH:50]=[CH:49][C:48]([Cl:51])=[C:47]([Cl:52])[CH:46]=5)=[CH:39][CH:38]=4)[O:36][C:28]3=[CH:27][C:26]=2[CH2:25][N:24]1[S:53]([C:56]1[S:60][C:59]([NH:61][C:62](=[O:64])[CH3:63])=[N:58][C:57]=1[CH3:65])(=[O:55])=[O:54])=[O:22])[CH2:5][C:6]1[CH:11]=[CH:10][C:9]([C:12]2[CH:17]=[CH:16][C:15]([C:18]#[N:19])=[CH:14][CH:13]=2)=[CH:8][CH:7]=1.CI.[C:69]([O-])([O-])=O.[K+].[K+]. Given the product [CH3:1][O:2][C:3](=[O:66])[C@@H:4]([NH:20][C:21]([C@@H:23]1[CH2:32][C:31]2[CH:30]=[C:29]3[O:33][CH2:34][C@H:35]([C:37]4[CH:38]=[CH:39][C:40]([O:43][CH2:44][C:45]5[CH:50]=[CH:49][C:48]([Cl:51])=[C:47]([Cl:52])[CH:46]=5)=[CH:41][CH:42]=4)[O:36][C:28]3=[CH:27][C:26]=2[CH2:25][N:24]1[S:53]([C:56]1[S:60][C:59]([N:61]([C:62](=[O:64])[CH3:63])[CH3:69])=[N:58][C:57]=1[CH3:65])(=[O:55])=[O:54])=[O:22])[CH2:5][C:6]1[CH:7]=[CH:8][C:9]([C:12]2[CH:17]=[CH:16][C:15]([C:18]#[N:19])=[CH:14][CH:13]=2)=[CH:10][CH:11]=1, predict the reactants needed to synthesize it. (9) Given the product [CH3:13][O:12][C:10](=[O:11])[CH2:9][C:2]1[S:18][CH:16]=[N:17][C:3]=1[C:4]([O:6][CH3:7])=[O:5], predict the reactants needed to synthesize it. The reactants are: Br[CH:2]([CH2:9][C:10]([O:12][CH3:13])=[O:11])[C:3](=O)[C:4]([O:6][CH3:7])=[O:5].CO.[CH:16](=[S:18])[NH2:17]. (10) Given the product [C:1]([O:5][C:6]([NH:8][C@@:9]1([C:27]([O:29][C:30]([CH3:33])([CH3:32])[CH3:31])=[O:28])[C:14](=[CH2:15])[C:13](=[O:19])[C@@H:12]2[C@H:10]1[C@H:11]2[C:20]([O:22][C:23]([CH3:25])([CH3:24])[CH3:26])=[O:21])=[O:7])([CH3:4])([CH3:2])[CH3:3], predict the reactants needed to synthesize it. The reactants are: [C:1]([O:5][C:6]([NH:8][C@@:9]1([C:27]([O:29][C:30]([CH3:33])([CH3:32])[CH3:31])=[O:28])[C:14](=[CH:15]N(C)C)[C:13](=[O:19])[C@@H:12]2[C@H:10]1[C@H:11]2[C:20]([O:22][C:23]([CH3:26])([CH3:25])[CH3:24])=[O:21])=[O:7])([CH3:4])([CH3:3])[CH3:2].C(N(CC)CC)C.[H-].C([Al+]CC(C)C)C(C)C.[Cl-].[NH4+].